Dataset: Full USPTO retrosynthesis dataset with 1.9M reactions from patents (1976-2016). Task: Predict the reactants needed to synthesize the given product. (1) Given the product [C:1]([O:5][C:6]([NH:8][C:9]1[CH:14]=[CH:13][C:12]([S:15][C:16]2[CH:25]=[CH:24][C:19]([C:20]([OH:22])=[O:21])=[CH:18][C:17]=2[NH:26][C:27]2[C:36]3[C:31](=[CH:32][C:33]([CH:37]([CH3:39])[CH3:38])=[CH:34][CH:35]=3)[N:30]=[CH:29][N:28]=2)=[CH:11][CH:10]=1)=[O:7])([CH3:4])([CH3:3])[CH3:2], predict the reactants needed to synthesize it. The reactants are: [C:1]([O:5][C:6]([NH:8][C:9]1[CH:14]=[CH:13][C:12]([S:15][C:16]2[CH:25]=[CH:24][C:19]([C:20]([O:22]C)=[O:21])=[CH:18][C:17]=2[NH:26][C:27]2[C:36]3[C:31](=[CH:32][C:33]([CH:37]([CH3:39])[CH3:38])=[CH:34][CH:35]=3)[N:30]=[CH:29][N:28]=2)=[CH:11][CH:10]=1)=[O:7])([CH3:4])([CH3:3])[CH3:2].O.[OH-].[Li+].Cl. (2) The reactants are: [NH2:1][C:2]1[CH:3]=[CH:4][C:5]([O:10][CH2:11][CH2:12][N:13]2[CH2:18][CH2:17][O:16][CH2:15][CH2:14]2)=[C:6]([CH:9]=1)[C:7]#[N:8].Cl[C:20]1[CH:25]=[C:24]([O:26][C:27]2[C:36]3[C:31](=[CH:32][CH:33]=[CH:34][CH:35]=3)[C:30]([NH:37][C:38](=[O:44])[O:39][C:40]([CH3:43])([CH3:42])[CH3:41])=[CH:29][CH:28]=2)[CH:23]=[CH:22][N:21]=1.C([O-])([O-])=O.[K+].[K+].CC(C1C=C(C(C)C)C(C2C(P(C3CCCCC3)C3CCCCC3)=C(OC)C=CC=2OC)=C(C(C)C)C=1)C. Given the product [C:7]([C:6]1[CH:9]=[C:2]([NH:1][C:20]2[CH:25]=[C:24]([O:26][C:27]3[C:36]4[C:31](=[CH:32][CH:33]=[CH:34][CH:35]=4)[C:30]([NH:37][C:38](=[O:44])[O:39][C:40]([CH3:42])([CH3:41])[CH3:43])=[CH:29][CH:28]=3)[CH:23]=[CH:22][N:21]=2)[CH:3]=[CH:4][C:5]=1[O:10][CH2:11][CH2:12][N:13]1[CH2:14][CH2:15][O:16][CH2:17][CH2:18]1)#[N:8], predict the reactants needed to synthesize it. (3) The reactants are: C(OC(=O)[NH:7][C:8]1[CH:13]=[CH:12][CH:11]=[C:10]([Cl:14])[C:9]=1[Br:15])(C)(C)C.C(O)(C(F)(F)F)=O. Given the product [Br:15][C:9]1[C:10]([Cl:14])=[CH:11][CH:12]=[CH:13][C:8]=1[NH2:7], predict the reactants needed to synthesize it. (4) Given the product [OH:1][C:2]1[N:6]([CH3:7])[N:5]=[C:4]([C:8]([F:11])([F:10])[F:9])[C:3]=1[CH2:14][S:22]([C:19]1[CH:20]=[CH:21][C:16]([CH3:25])=[CH:17][CH:18]=1)(=[O:24])=[O:23], predict the reactants needed to synthesize it. The reactants are: [OH:1][C:2]1[N:6]([CH3:7])[N:5]=[C:4]([C:8]([F:11])([F:10])[F:9])[CH:3]=1.[OH-].[Na+].[CH2:14]=O.[C:16]1([CH3:25])[CH:21]=[CH:20][C:19]([S:22]([O-:24])=[O:23])=[CH:18][CH:17]=1.[Na+].Cl. (5) Given the product [CH3:27][N:28]([CH2:1][C:3]1[CH:8]=[CH:7][C:6]([S:9]([NH:12][C:13]2[CH:18]=[CH:17][C:16]([C@@H:19]3[CH2:23][CH2:22][N:21]([CH2:24][CH2:25][CH3:26])[CH2:20]3)=[CH:15][CH:14]=2)(=[O:11])=[O:10])=[CH:5][CH:4]=1)[CH3:29], predict the reactants needed to synthesize it. The reactants are: [CH:1]([C:3]1[CH:8]=[CH:7][C:6]([S:9]([NH:12][C:13]2[CH:18]=[CH:17][C:16]([C@@H:19]3[CH2:23][CH2:22][N:21]([CH2:24][CH2:25][CH3:26])[CH2:20]3)=[CH:15][CH:14]=2)(=[O:11])=[O:10])=[CH:5][CH:4]=1)=O.[CH3:27][NH:28][CH3:29].O1CCCC1.C(O[BH-](OC(=O)C)OC(=O)C)(=O)C.[Na+].[OH-].[Na+]. (6) Given the product [Cl:1][C:2]1[N:3]=[C:4]([N:17]([CH3:18])[CH3:16])[C:5]2[S:10][C:9]3[CH:11]=[CH:12][CH:13]=[CH:14][C:8]=3[C:6]=2[N:7]=1, predict the reactants needed to synthesize it. The reactants are: [Cl:1][C:2]1[N:3]=[C:4](Cl)[C:5]2[S:10][C:9]3[CH:11]=[CH:12][CH:13]=[CH:14][C:8]=3[C:6]=2[N:7]=1.[CH3:16][NH:17][CH3:18].C(O)C.O1CCOCC1.